From a dataset of Catalyst prediction with 721,799 reactions and 888 catalyst types from USPTO. Predict which catalyst facilitates the given reaction. Reactant: [CH3:1][O:2][C:3]([C@@H:5]([N:13]1[CH2:21][C:17]2[CH:18]=[CH:19][S:20][C:16]=2[CH2:15][CH2:14]1)[C:6]1[CH:7]=[CH:8][CH:9]=[CH:10][C:11]=1[Cl:12])=[O:4].[C@:22]12([CH2:32][S:33]([OH:36])(=[O:35])=[O:34])[C:29]([CH3:31])([CH3:30])[CH:26]([CH2:27][CH2:28]1)[CH2:25][C:23]2=[O:24]. Product: [CH3:1][O:2][C:3]([C@@H:5]([N:13]1[CH2:21][C:17]2[CH:18]=[CH:19][S:20][C:16]=2[CH2:15][CH2:14]1)[C:6]1[CH:7]=[CH:8][CH:9]=[CH:10][C:11]=1[Cl:12])=[O:4].[C@:22]12([CH2:32][S:33]([O-:36])(=[O:34])=[O:35])[C:29]([CH3:31])([CH3:30])[CH:26]([CH2:27][CH2:28]1)[CH2:25][C:23]2=[O:24]. The catalyst class is: 13.